From a dataset of Forward reaction prediction with 1.9M reactions from USPTO patents (1976-2016). Predict the product of the given reaction. (1) The product is: [Cl:22][C:23]1[C:24]([CH3:32])=[C:25]([C:26]([N:13]2[CH2:12][CH2:11][N:10]3[C:6]([C:5]4[S:1][N:2]=[CH:3][N:4]=4)=[N:7][N:8]=[C:9]3[CH2:14]2)=[O:27])[CH:29]=[CH:30][CH:31]=1. Given the reactants [S:1]1[C:5]([C:6]2[N:10]3[CH2:11][CH2:12][NH:13][CH2:14][C:9]3=[N:8][N:7]=2)=[N:4][CH:3]=[N:2]1.C(N(CC)CC)C.[Cl:22][C:23]1[C:24]([CH3:32])=[C:25]([CH:29]=[CH:30][CH:31]=1)[C:26](Cl)=[O:27].C([O-])(O)=O.[Na+], predict the reaction product. (2) Given the reactants [C:1]([O:5][C:6](=[O:29])[CH:7]([CH:15]([C:19]1[CH:28]=[CH:27][C:22]([C:23]([O:25]C)=[O:24])=[CH:21][CH:20]=1)[CH2:16][CH2:17][CH3:18])[C:8]1[CH:13]=[CH:12][C:11]([Cl:14])=[CH:10][CH:9]=1)([CH3:4])([CH3:3])[CH3:2].[OH-].[Na+], predict the reaction product. The product is: [C:1]([O:5][C:6](=[O:29])[CH:7]([CH:15]([C:19]1[CH:28]=[CH:27][C:22]([C:23]([OH:25])=[O:24])=[CH:21][CH:20]=1)[CH2:16][CH2:17][CH3:18])[C:8]1[CH:13]=[CH:12][C:11]([Cl:14])=[CH:10][CH:9]=1)([CH3:2])([CH3:3])[CH3:4].